From a dataset of Full USPTO retrosynthesis dataset with 1.9M reactions from patents (1976-2016). Predict the reactants needed to synthesize the given product. Given the product [CH2:1]([O:3][C:4]([CH:6]1[CH2:10][CH2:9][CH2:8][CH:7]1[NH:11][CH3:12])=[O:5])[CH3:2], predict the reactants needed to synthesize it. The reactants are: [CH2:1]([O:3][C:4]([C:6]1[CH2:10][CH2:9][CH2:8][C:7]=1[NH:11][CH3:12])=[O:5])[CH3:2].C(O[BH-](OC(=O)C)OC(=O)C)(=O)C.[Na+].